Task: Predict the reaction yield, written as a fraction of the theoretical maximum amount of product (1.0 means a 100% yield; for example, 0.34 means a 34% yield).. Dataset: Reaction yield outcomes from USPTO patents with 853,638 reactions (1) The reactants are [OH:1][C:2]1[C:3]2[N:4]([CH:27]=[CH:28][CH:29]=2)[N:5]([CH2:22][CH2:23][CH:24]([CH3:26])[CH3:25])[C:6](=[O:21])[C:7]=1[C:8]1[NH:13][C:12]2[CH:14]=[CH:15][C:16](I)=[CH:17][C:11]=2[S:10](=[O:20])(=[O:19])[N:9]=1.[O-]P(OP(OP([O-])([O-])=O)([O-])=O)(=O)[O-].[K+].[K+].[K+].[K+].[K+].N(CC(O)=O)C.[CH:54]1([S:57]([NH2:60])(=[O:59])=[O:58])[CH2:56][CH2:55]1. The catalyst is [Cu]I.CN(C)C=O. The yield is 0.500. The product is [OH:1][C:2]1[C:3]2[N:4]([CH:27]=[CH:28][CH:29]=2)[N:5]([CH2:22][CH2:23][CH:24]([CH3:26])[CH3:25])[C:6](=[O:21])[C:7]=1[C:8]1[NH:13][C:12]2[CH:14]=[CH:15][C:16]([NH:60][S:57]([CH:54]3[CH2:56][CH2:55]3)(=[O:59])=[O:58])=[CH:17][C:11]=2[S:10](=[O:20])(=[O:19])[N:9]=1. (2) The reactants are O1CCCCC1[O:7][C:8]1[CH:9]=[C:10]([C:14]23[CH2:21][CH2:20][C:17](CC#N)([CH2:18][CH2:19]2)[CH2:16][O:15]3)[CH:11]=[CH:12][CH:13]=1.[OH-:25].[K+].[CH2:27]([OH:30])[CH2:28]O. No catalyst specified. The product is [OH:7][C:8]1[CH:9]=[C:10]([C:14]23[CH2:21][CH2:20][C:17]([CH2:28][C:27]([OH:30])=[O:25])([CH2:18][CH2:19]2)[CH2:16][O:15]3)[CH:11]=[CH:12][CH:13]=1. The yield is 0.990. (3) The reactants are [CH3:1][S:2]([N:5]1[CH2:9][CH2:8][CH2:7][CH:6]1[C:10](OC)=[O:11])(=[O:4])=[O:3].[H-].[Al+3].[Li+].[H-].[H-].[H-]. The catalyst is O1CCCC1. The product is [CH3:1][S:2]([N:5]1[CH2:9][CH2:8][CH2:7][CH:6]1[CH2:10][OH:11])(=[O:4])=[O:3]. The yield is 0.770. (4) The reactants are C(N(CC)CC)C.[NH:8]1[C:12]2[CH:13]=[CH:14][CH:15]=[CH:16][C:11]=2[N:10]=[C:9]1[C:17]1[CH:21]=[C:20]([C:22]2[CH:28]=[CH:27][C:25]([NH2:26])=[CH:24][CH:23]=2)[NH:19][N:18]=1.[C:29]1([N:35]=[C:36]=[O:37])[CH:34]=[CH:33][CH:32]=[CH:31][CH:30]=1. The catalyst is C(#N)C. The product is [NH:10]1[C:11]2[CH:16]=[CH:15][CH:14]=[CH:13][C:12]=2[N:8]=[C:9]1[C:17]1[CH:21]=[C:20]([C:22]2[CH:28]=[CH:27][C:25]([NH:26][C:36]([NH:35][C:29]3[CH:34]=[CH:33][CH:32]=[CH:31][CH:30]=3)=[O:37])=[CH:24][CH:23]=2)[NH:19][N:18]=1. The yield is 0.360.